Dataset: Forward reaction prediction with 1.9M reactions from USPTO patents (1976-2016). Task: Predict the product of the given reaction. (1) Given the reactants [Cl:1][C:2]1[CH:10]=[C:9]([C:11]2[NH:15][N:14]=[N:13][N:12]=2)[CH:8]=[C:7]([Cl:16])[C:3]=1[C:4]([OH:6])=O.Cl.CN(C)CCCN=C=NCC.O.ON1C2C=CC=CC=2N=N1.Cl.[CH2:41]([O:43][C:44](=[O:66])[C@@H:45]([NH2:65])[CH2:46][C:47]1[CH:52]=[CH:51][C:50]([N:53]2[C:61](=[O:62])[C:60]3[C:55](=[CH:56][CH:57]=[CH:58][C:59]=3[CH3:63])[C:54]2=[O:64])=[CH:49][CH:48]=1)[CH3:42], predict the reaction product. The product is: [CH2:41]([O:43][C:44](=[O:66])[C@@H:45]([NH:65][C:4](=[O:6])[C:3]1[C:7]([Cl:16])=[CH:8][C:9]([C:11]2[NH:15][N:14]=[N:13][N:12]=2)=[CH:10][C:2]=1[Cl:1])[CH2:46][C:47]1[CH:48]=[CH:49][C:50]([N:53]2[C:61](=[O:62])[C:60]3[C:55](=[CH:56][CH:57]=[CH:58][C:59]=3[CH3:63])[C:54]2=[O:64])=[CH:51][CH:52]=1)[CH3:42]. (2) Given the reactants [N:1]1([C:7]2[CH:14]=[CH:13][C:10]([C:11]#[N:12])=[CH:9][CH:8]=2)[CH2:6][CH2:5][NH:4][CH2:3][CH2:2]1.[OH-].[Na+].[O:17](C(OC(C)(C)C)=O)[C:18]([O:20][C:21]([CH3:24])([CH3:23])[CH3:22])=O, predict the reaction product. The product is: [C:11]([C:10]1[CH:9]=[CH:8][C:7]([N:1]2[CH2:6][CH2:5][N:4]([C:18]([O:20][C:21]([CH3:24])([CH3:23])[CH3:22])=[O:17])[CH2:3][CH2:2]2)=[CH:14][CH:13]=1)#[N:12]. (3) Given the reactants [CH:1]([C:3]1[O:11][C:10]2[C:9]([C:12]3[CH:13]=[C:14]([CH:24]=[CH:25][CH:26]=3)[O:15][C:16]3[CH:23]=[CH:22][CH:21]=[CH:20][C:17]=3[C:18]#[N:19])=[CH:8][N:7]=[CH:6][C:5]=2[CH:4]=1)=O.[CH2:27]1[S:33][C:31](=[O:32])[NH:30][C:28]1=[O:29].NCCC(O)=O, predict the reaction product. The product is: [O:32]=[C:31]1[NH:30][C:28](=[O:29])/[C:27](=[CH:1]/[C:3]2[O:11][C:10]3[C:9]([C:12]4[CH:13]=[C:14]([CH:24]=[CH:25][CH:26]=4)[O:15][C:16]4[CH:23]=[CH:22][CH:21]=[CH:20][C:17]=4[C:18]#[N:19])=[CH:8][N:7]=[CH:6][C:5]=3[CH:4]=2)/[S:33]1. (4) Given the reactants Cl[C:2]1[N:7]=[CH:6][C:5]([CH2:8][C:9]2[C:17]3[C:12](=[N:13][CH:14]=[CH:15][CH:16]=3)[N:11]([Si:18]([CH:25]([CH3:27])[CH3:26])([CH:22]([CH3:24])[CH3:23])[CH:19]([CH3:21])[CH3:20])[CH:10]=2)=[CH:4][CH:3]=1.[CH2:28]([NH2:35])[C:29]1[CH:34]=[CH:33][CH:32]=[CH:31][CH:30]=1.CC(C)([O-])C.[K+].C(P(C(C)(C)C)C1C=CC=CC=1C1C=CC=CC=1)(C)(C)C, predict the reaction product. The product is: [CH2:28]([NH:35][C:2]1[CH:3]=[CH:4][C:5]([CH2:8][C:9]2[C:17]3[C:12](=[N:13][CH:14]=[CH:15][CH:16]=3)[N:11]([Si:18]([CH:25]([CH3:27])[CH3:26])([CH:22]([CH3:24])[CH3:23])[CH:19]([CH3:21])[CH3:20])[CH:10]=2)=[CH:6][N:7]=1)[C:29]1[CH:34]=[CH:33][CH:32]=[CH:31][CH:30]=1. (5) Given the reactants [F:1][C:2]1[CH:3]=[C:4]2[N:10]=[CH:9][N:8]([CH2:11][C:12]3[CH:22]=[CH:21][C:15]4[N:16]=[C:17]([S:19][CH3:20])[S:18][C:14]=4[CH:13]=3)[C:5]2=[N:6][CH:7]=1.ClC1C=CC=C(C(OO)=[O:31])C=1.C([O-])(O)=O.[Na+], predict the reaction product. The product is: [F:1][C:2]1[CH:3]=[C:4]2[N:10]=[CH:9][N:8]([CH2:11][C:12]3[CH:22]=[CH:21][C:15]4[N:16]=[C:17]([S:19]([CH3:20])=[O:31])[S:18][C:14]=4[CH:13]=3)[C:5]2=[N:6][CH:7]=1. (6) Given the reactants Br[CH2:2][C:3]1[C:4]([C:9]([F:12])([F:11])[F:10])=[N:5][CH:6]=[CH:7][CH:8]=1.[CH3:13][C:14]1[N:19]=[C:18]([SH:20])[N:17]=[C:16]([OH:21])[CH:15]=1.C(N(CC)CC)C, predict the reaction product. The product is: [CH3:13][C:14]1[N:19]=[C:18]([S:20][CH2:2][C:3]2[C:4]([C:9]([F:12])([F:11])[F:10])=[N:5][CH:6]=[CH:7][CH:8]=2)[N:17]=[C:16]([OH:21])[CH:15]=1. (7) Given the reactants FC(F)(F)C(O)=O.[Cl:8][C:9]1[CH:10]=[C:11]([C:19]2[O:23][N:22]=[C:21]([C:24]3[CH:25]=[CH:26][CH:27]=[C:28]4[C:32]=3[NH:31][CH:30]=[C:29]4[CH2:33][CH2:34][C:35]([O:37]C(C)(C)C)=[O:36])[N:20]=2)[CH:12]=[CH:13][C:14]=1[O:15][CH:16]([CH3:18])[CH3:17], predict the reaction product. The product is: [Cl:8][C:9]1[CH:10]=[C:11]([C:19]2[O:23][N:22]=[C:21]([C:24]3[CH:25]=[CH:26][CH:27]=[C:28]4[C:32]=3[NH:31][CH:30]=[C:29]4[CH2:33][CH2:34][C:35]([OH:37])=[O:36])[N:20]=2)[CH:12]=[CH:13][C:14]=1[O:15][CH:16]([CH3:17])[CH3:18]. (8) The product is: [CH2:1]([O:3][C:4]([C:5]1[N:13]=[C:14]([NH2:16])[S:15][C:6]=1[CH:7]([CH3:9])[CH3:8])=[O:12])[CH3:2]. Given the reactants [CH2:1]([O:3][C:4](=[O:12])[CH:5](Cl)[C:6](=O)[CH:7]([CH3:9])[CH3:8])[CH3:2].[NH2:13][C:14]([NH2:16])=[S:15], predict the reaction product. (9) Given the reactants [N:1]1([C:6]2[N:11]=[CH:10][C:9]([OH:12])=[CH:8][CH:7]=2)[CH:5]=[N:4][N:3]=[N:2]1.C(=O)([O-])[O-].[K+].[K+].[I-].[K+].[CH2:21](Cl)[C:22]#[CH:23], predict the reaction product. The product is: [CH2:23]([O:12][C:9]1[CH:8]=[CH:7][C:6]([N:1]2[CH:5]=[N:4][N:3]=[N:2]2)=[N:11][CH:10]=1)[C:22]#[CH:21]. (10) Given the reactants Cl[C:2]1[N:7]=[CH:6][C:5]([C:8]2[S:9][CH:10]=[C:11]([C:13]([N:15]3[CH2:20][CH2:19][CH2:18][CH:17]([OH:21])[CH2:16]3)=[O:14])[N:12]=2)=[C:4]([NH:22][CH:23]([CH3:25])[CH3:24])[CH:3]=1.[S:26]1[C:30]2[CH:31]=[C:32]([NH2:35])[CH:33]=[CH:34][C:29]=2[N:28]=[CH:27]1.C([O-])([O-])=O.[Na+].[Na+].CC1(C)C2C(=C(P(C3C=CC=CC=3)C3C=CC=CC=3)C=CC=2)OC2C(P(C3C=CC=CC=3)C3C=CC=CC=3)=CC=CC1=2, predict the reaction product. The product is: [S:26]1[C:30]2[CH:31]=[C:32]([NH:35][C:2]3[N:7]=[CH:6][C:5]([C:8]4[S:9][CH:10]=[C:11]([C:13]([N:15]5[CH2:20][CH2:19][CH2:18][CH:17]([OH:21])[CH2:16]5)=[O:14])[N:12]=4)=[C:4]([NH:22][CH:23]([CH3:25])[CH3:24])[CH:3]=3)[CH:33]=[CH:34][C:29]=2[N:28]=[CH:27]1.